The task is: Regression. Given a peptide amino acid sequence and an MHC pseudo amino acid sequence, predict their binding affinity value. This is MHC class II binding data.. This data is from Peptide-MHC class II binding affinity with 134,281 pairs from IEDB. (1) The peptide sequence is GELQDVDKIDAAFKI. The MHC is DRB4_0101 with pseudo-sequence DRB4_0103. The binding affinity (normalized) is 0.548. (2) The peptide sequence is TTAYFLYQQQGRLDK. The MHC is DRB1_1301 with pseudo-sequence DRB1_1301. The binding affinity (normalized) is 0. (3) The peptide sequence is QSALSEFIKFAEGRR. The MHC is HLA-DQA10201-DQB10402 with pseudo-sequence HLA-DQA10201-DQB10402. The binding affinity (normalized) is 0.403. (4) The peptide sequence is GIAQSASVLSFMDKG. The MHC is HLA-DQA10201-DQB10301 with pseudo-sequence HLA-DQA10201-DQB10301. The binding affinity (normalized) is 0.669. (5) The peptide sequence is GELQIVDKIDAAFCI. The MHC is DRB1_1501 with pseudo-sequence DRB1_1501. The binding affinity (normalized) is 0.308.